From a dataset of Reaction yield outcomes from USPTO patents with 853,638 reactions. Predict the reaction yield, written as a fraction of the theoretical maximum amount of product (1.0 means a 100% yield; for example, 0.34 means a 34% yield). (1) The product is [N:1]1([C:5]([C:7]2[CH:37]=[CH:36][C:10]([O:11][C:12]3[CH:13]=[C:14]([CH:24]=[C:25]([O:27][C@@H:28]([CH3:35])[CH2:29][OH:30])[CH:26]=3)[C:15]([NH:17][C:18]3[CH:22]=[CH:21][N:20]([CH3:23])[N:19]=3)=[O:16])=[CH:9][CH:8]=2)=[O:6])[CH2:4][CH2:3][CH2:2]1. The yield is 0.757. The reactants are [N:1]1([C:5]([C:7]2[CH:37]=[CH:36][C:10]([O:11][C:12]3[CH:13]=[C:14]([CH:24]=[C:25]([O:27][C@@H:28]([CH3:35])[CH2:29][O:30]C(C)(C)C)[CH:26]=3)[C:15]([NH:17][C:18]3[CH:22]=[CH:21][N:20]([CH3:23])[N:19]=3)=[O:16])=[CH:9][CH:8]=2)=[O:6])[CH2:4][CH2:3][CH2:2]1.C(Cl)Cl.C(O)(C(F)(F)F)=O.[OH-].[Na+]. The catalyst is CCOC(C)=O.CC(OC)(C)C.O. (2) The catalyst is ClCCl.C([O-])(O)=O.[Na+]. The reactants are C(O[C:6](=O)[N:7]([CH2:9][CH2:10][C:11]1[CH:16]=[CH:15][C:14]([O:17][C:18]2[CH:23]=[CH:22][C:21]([F:24])=[CH:20][CH:19]=2)=[CH:13][CH:12]=1)C)(C)(C)C.C(O)(C(F)(F)F)=O. The yield is 0.930. The product is [F:24][C:21]1[CH:22]=[CH:23][C:18]([O:17][C:14]2[CH:15]=[CH:16][C:11]([CH2:10][CH2:9][NH:7][CH3:6])=[CH:12][CH:13]=2)=[CH:19][CH:20]=1. (3) The reactants are Cl[C:2]1([Cl:8])[NH:7][CH:6]=[N:5][CH:4]=[CH:3]1.CN(C)C=O.[F:14][C:15]1[CH:20]=[C:19]([N+:21]([O-:23])=[O:22])[CH:18]=[CH:17][C:16]=1[OH:24].C(=O)([O-])[O-].[Cs+].[Cs+]. The catalyst is O. The product is [Cl:8][C:2]1[CH:3]=[C:4]([O:24][C:16]2[CH:17]=[CH:18][C:19]([N+:21]([O-:23])=[O:22])=[CH:20][C:15]=2[F:14])[N:5]=[CH:6][N:7]=1. The yield is 0.830. (4) The reactants are [S:1]1[C:5]2[CH:6]=[CH:7][CH:8]=[CH:9][C:4]=2[CH:3]=[C:2]1[C:10]1[C:11]([N:17]([C:25]([O:27][C:28]([CH3:31])([CH3:30])[CH3:29])=[O:26])[C:18](=[O:24])[O:19][C:20]([CH3:23])([CH3:22])[CH3:21])=[N:12][CH:13]=[C:14](Br)[N:15]=1.[NH:32]1[CH2:37][CH2:36][NH:35][CH2:34][CH2:33]1. The catalyst is CN(C=O)C.CCOC(C)=O.O. The product is [S:1]1[C:5]2[CH:6]=[CH:7][CH:8]=[CH:9][C:4]=2[CH:3]=[C:2]1[C:10]1[C:11]([N:17]([C:25]([O:27][C:28]([CH3:31])([CH3:30])[CH3:29])=[O:26])[C:18](=[O:24])[O:19][C:20]([CH3:23])([CH3:22])[CH3:21])=[N:12][CH:13]=[C:14]([N:32]2[CH2:37][CH2:36][NH:35][CH2:34][CH2:33]2)[N:15]=1. The yield is 0.910. (5) The reactants are [F:1][C:2]1[C:7]([CH3:8])=[CH:6][C:5](N)=[C:4]([O:10][CH3:11])[CH:3]=1.N([O-])=O.[Na+].S(=O)(=O)(O)O.[BrH:21]. The catalyst is C(OCC)(=O)C. The product is [Br:21][C:5]1[CH:6]=[C:7]([CH3:8])[C:2]([F:1])=[CH:3][C:4]=1[O:10][CH3:11]. The yield is 0.470. (6) The reactants are [CH2:1]([O:3][C:4]([C:6]1[N:7]=[C:8](Br)[S:9][CH:10]=1)=[O:5])[CH3:2].[Cl:12][C:13]1[CH:14]=[C:15](B(O)O)[CH:16]=[CH:17][C:18]=1[F:19].[O-]P(OP(OP([O-])([O-])=O)([O-])=O)(=O)[O-].[K+].[K+].[K+].[K+].[K+].Cl. The catalyst is O1CCOCC1.C1C=CC(P(C2C=CC=CC=2)[C-]2C=CC=C2)=CC=1.C1C=CC(P(C2C=CC=CC=2)[C-]2C=CC=C2)=CC=1.Cl[Pd]Cl.[Fe+2]. The product is [CH2:1]([O:3][C:4]([C:6]1[N:7]=[C:8]([C:15]2[CH:16]=[CH:17][C:18]([F:19])=[C:13]([Cl:12])[CH:14]=2)[S:9][CH:10]=1)=[O:5])[CH3:2]. The yield is 0.620. (7) The reactants are COC1O[C@H:14](C)[C@@H:9](OC(=O)C)[C@H:4]1[O:5][C:6](=[O:8])[CH3:7].[C:17]([O:20][C:21](=[O:23])[CH3:22])(=[O:19])[CH3:18].N1C=CC=C[CH:25]=1.S(=O)(=O)(O)O.[C:35](=[O:38])(O)[O-:36].[Na+]. The catalyst is CCCCCCC. The product is [C:17]([O:20][CH:21]1[O:23][C@H:9]([CH3:14])[C@@H:4]([O:5][C:6](=[O:8])[CH3:7])[C@H:22]1[O:36][C:35](=[O:38])[CH3:25])(=[O:19])[CH3:18]. The yield is 0.600.